From a dataset of Peptide-MHC class I binding affinity with 185,985 pairs from IEDB/IMGT. Regression. Given a peptide amino acid sequence and an MHC pseudo amino acid sequence, predict their binding affinity value. This is MHC class I binding data. (1) The peptide sequence is RGPYRAFVTI. The binding affinity (normalized) is 0.0930. The MHC is HLA-A23:01 with pseudo-sequence HLA-A23:01. (2) The peptide sequence is VLMGGVPGV. The MHC is HLA-B58:01 with pseudo-sequence HLA-B58:01. The binding affinity (normalized) is 0.0847. (3) The peptide sequence is ATYGIIVPV. The MHC is HLA-A02:01 with pseudo-sequence HLA-A02:01. The binding affinity (normalized) is 0.892.